Dataset: Forward reaction prediction with 1.9M reactions from USPTO patents (1976-2016). Task: Predict the product of the given reaction. Given the reactants [OH:1][C:2]([C:5]1[CH:36]=[CH:35][C:8]([C:9]([NH:11][C:12]2[CH:17]=[C:16]([N:18]3[CH2:23][CH2:22][CH2:21][C@@H:20]([NH:24]C(=O)OC(C)(C)C)[CH2:19]3)[N:15]3[N:32]=[CH:33][CH:34]=[C:14]3[N:13]=2)=[O:10])=[CH:7][CH:6]=1)([CH3:4])[CH3:3].[F:37][C:38]([F:43])([F:42])[C:39]([OH:41])=[O:40], predict the reaction product. The product is: [F:37][C:38]([F:43])([F:42])[C:39]([OH:41])=[O:40].[NH2:24][C@@H:20]1[CH2:21][CH2:22][CH2:23][N:18]([C:16]2[N:15]3[N:32]=[CH:33][CH:34]=[C:14]3[N:13]=[C:12]([NH:11][C:9](=[O:10])[C:8]3[CH:35]=[CH:36][C:5]([C:2]([OH:1])([CH3:3])[CH3:4])=[CH:6][CH:7]=3)[CH:17]=2)[CH2:19]1.